This data is from Forward reaction prediction with 1.9M reactions from USPTO patents (1976-2016). The task is: Predict the product of the given reaction. (1) Given the reactants [CH3:1][C:2]1[CH:3]=[C:4]([CH:6]=[CH:7][CH:8]=1)[NH2:5].[F:9][C:10]1[CH:11]=[C:12]([CH:15]=[C:16]([F:18])[CH:17]=1)[CH:13]=O.[BH-](OC(C)=O)(OC(C)=O)OC(C)=O.[Na+].C(O)(=O)C, predict the reaction product. The product is: [F:9][C:10]1[CH:11]=[C:12]([CH2:13][NH:5][C:4]2[CH:6]=[CH:7][CH:8]=[C:2]([CH3:1])[CH:3]=2)[CH:15]=[C:16]([F:18])[CH:17]=1. (2) Given the reactants C([O:3][C:4]([C:6]1[S:10][C:9]2[CH:11]=[CH:12][CH:13]=[C:14]([N:15]3[CH2:20][CH2:19][N:18](C(OC(C)(C)C)=O)[CH2:17][CH2:16]3)[C:8]=2[CH:7]=1)=[O:5])C.[ClH:28], predict the reaction product. The product is: [ClH:28].[N:15]1([C:14]2[C:8]3[CH:7]=[C:6]([C:4]([OH:5])=[O:3])[S:10][C:9]=3[CH:11]=[CH:12][CH:13]=2)[CH2:20][CH2:19][NH:18][CH2:17][CH2:16]1.